Dataset: Full USPTO retrosynthesis dataset with 1.9M reactions from patents (1976-2016). Task: Predict the reactants needed to synthesize the given product. (1) The reactants are: [CH:1]1([C:4]2[CH:9]=[CH:8][C:7]([C@H:10]3[C@H:15]([OH:16])[C@@H:14]([OH:17])[C@H:13]([OH:18])[C@@H:12]([CH2:19][OH:20])[O:11]3)=[CH:6][C:5]=2[CH2:21][C:22]2[CH:31]=[CH:30][C:25]3[O:26][CH2:27][CH2:28][O:29][C:24]=3[CH:23]=2)[CH2:3][CH2:2]1.Cl[C:33]([O:35][CH3:36])=[O:34]. Given the product [CH3:36][O:35][C:33](=[O:34])[O:20][CH2:19][C@@H:12]1[C@@H:13]([OH:18])[C@H:14]([OH:17])[C@@H:15]([OH:16])[C@H:10]([C:7]2[CH:8]=[CH:9][C:4]([CH:1]3[CH2:3][CH2:2]3)=[C:5]([CH2:21][C:22]3[CH:31]=[CH:30][C:25]4[O:26][CH2:27][CH2:28][O:29][C:24]=4[CH:23]=3)[CH:6]=2)[O:11]1, predict the reactants needed to synthesize it. (2) Given the product [NH2:1][CH:2]([C:4]1[CH:9]=[CH:8][C:7]([C:10]2[N:15]=[C:14]([NH:16][C:17]3[CH:18]=[C:19]4[C:23](=[CH:24][CH:25]=3)[NH:22][N:21]=[CH:20]4)[CH:13]=[CH:12][N:11]=2)=[CH:6][CH:5]=1)[CH3:3], predict the reactants needed to synthesize it. The reactants are: [NH2:1][CH:2]([C:4]1[CH:9]=[CH:8][C:7]([C:10]2[N:15]=[C:14]([NH:16][C:17]3[CH:18]=[C:19]4[C:23](=[CH:24][CH:25]=3)[N:22](C(OC(C)(C)C)=O)[N:21]=[CH:20]4)[CH:13]=[CH:12][N:11]=2)=[CH:6][CH:5]=1)[CH3:3]. (3) Given the product [CH2:24]([N:28]1[CH2:32][CH2:31][N:30]([C:33]2[S:34][C:35]([C:39]([NH2:7])=[O:40])=[C:36]([CH3:38])[N:37]=2)[C:29]1=[O:42])[CH:25]([CH3:27])[CH3:26], predict the reactants needed to synthesize it. The reactants are: FC1C=CC(C[N:7]2C(=O)N(C3SC(C(O)=O)=C(C)N=3)C=N2)=CC=1.[CH2:24]([N:28]1[CH2:32][CH2:31][N:30]([C:33]2[S:34][C:35]([C:39](O)=[O:40])=[C:36]([CH3:38])[N:37]=2)[C:29]1=[O:42])[CH:25]([CH3:27])[CH3:26]. (4) The reactants are: [Cl:1][C:2]1[C:10]2[N:9]=[C:8]([NH:11][C:12]3[C:13]([CH3:18])=[N:14][O:15][C:16]=3[CH3:17])[N:7]([CH2:19][CH2:20][CH2:21][CH2:22]O)[C:6]=2[C:5]([CH:24]([CH2:27][CH3:28])[CH2:25][CH3:26])=[CH:4][CH:3]=1.CS(Cl)(=O)=O.C(=O)(O)[O-].[Na+].C(=O)([O-])[O-].[K+].[K+]. Given the product [Cl:1][C:2]1[C:10]2[N:9]=[C:8]3[N:11]([C:12]4[C:13]([CH3:18])=[N:14][O:15][C:16]=4[CH3:17])[CH2:22][CH2:21][CH2:20][CH2:19][N:7]3[C:6]=2[C:5]([CH:24]([CH2:27][CH3:28])[CH2:25][CH3:26])=[CH:4][CH:3]=1, predict the reactants needed to synthesize it.